Dataset: Forward reaction prediction with 1.9M reactions from USPTO patents (1976-2016). Task: Predict the product of the given reaction. Given the reactants [Br:1][C:2]1[CH:20]=[C:19]([F:21])[C:5]([CH2:6][NH:7][C:8]2[CH:13]=[C:12]([O:14][CH3:15])[CH:11]=[CH:10][C:9]=2[N+:16]([O-])=O)=[C:4]([F:22])[CH:3]=1.Cl[Sn]Cl.C([O-])(O)=O.[Na+], predict the reaction product. The product is: [Br:1][C:2]1[CH:20]=[C:19]([F:21])[C:5]([CH2:6][NH:7][C:8]2[C:9]([NH2:16])=[CH:10][CH:11]=[C:12]([O:14][CH3:15])[CH:13]=2)=[C:4]([F:22])[CH:3]=1.